From a dataset of Full USPTO retrosynthesis dataset with 1.9M reactions from patents (1976-2016). Predict the reactants needed to synthesize the given product. (1) Given the product [O:14]=[CH:13][C@H:12]([C@H:11]([C@H:10]([CH2:9][OH:8])[OH:15])[OH:16])[OH:35], predict the reactants needed to synthesize it. The reactants are: C([O:8][CH2:9][C@@H:10]1[O:15][CH:13]([OH:14])[CH2:12][C@H:11]1[OH:16])C1C=CC=CC=1.[H-].C([Al+]CC(C)C)C(C)C.C1(C)C=CC=CC=1.C[O:35]CCOC. (2) Given the product [CH3:1][O:2][C:3](=[O:29])[C@@H:4]([NH:18][C:19](=[O:28])[C:20]1[CH:25]=[C:24]([Br:26])[CH:23]=[CH:22][C:21]=1[O:27][CH2:30][C:31]1[CH:36]=[CH:35][CH:34]=[CH:33][CH:32]=1)[CH2:5][C:6]1[CH:7]=[CH:8][C:9]([C:12]2[CH:17]=[CH:16][CH:15]=[CH:14][CH:13]=2)=[CH:10][CH:11]=1, predict the reactants needed to synthesize it. The reactants are: [CH3:1][O:2][C:3](=[O:29])[C@@H:4]([NH:18][C:19](=[O:28])[C:20]1[CH:25]=[C:24]([Br:26])[CH:23]=[CH:22][C:21]=1[OH:27])[CH2:5][C:6]1[CH:11]=[CH:10][C:9]([C:12]2[CH:17]=[CH:16][CH:15]=[CH:14][CH:13]=2)=[CH:8][CH:7]=1.[CH2:30](Br)[C:31]1[CH:36]=[CH:35][CH:34]=[CH:33][CH:32]=1. (3) The reactants are: FC(F)(F)C(O)=O.O.[C:9]1([CH3:27])[CH:14]=[C:13]([CH3:15])[CH:12]=[C:11]([CH3:16])[C:10]=1[S:17]([O:20]/[N:21]=C(/OCC)\C)(=[O:19])=[O:18].[CH2:28]([O:35][C:36]1[CH:41]=[C:40]([CH3:42])[CH:39]=[CH:38][N:37]=1)[C:29]1[CH:34]=[CH:33][CH:32]=[CH:31][CH:30]=1. Given the product [CH3:16][C:11]1[CH:12]=[C:13]([CH3:15])[CH:14]=[C:9]([CH3:27])[C:10]=1[S:17]([O-:20])(=[O:19])=[O:18].[NH2:21][N+:37]1[CH:38]=[CH:39][C:40]([CH3:42])=[CH:41][C:36]=1[O:35][CH2:28][C:29]1[CH:30]=[CH:31][CH:32]=[CH:33][CH:34]=1, predict the reactants needed to synthesize it. (4) Given the product [C:44]([C:43]1[CH:42]=[C:41]([NH:40][C:7](=[O:9])[C:6]2[CH:5]=[CH:4][C:3]([O:2][CH3:1])=[CH:11][CH:10]=2)[CH:48]=[CH:47][CH:46]=1)#[N:45], predict the reactants needed to synthesize it. The reactants are: [CH3:1][O:2][C:3]1[CH:11]=[CH:10][C:6]([C:7]([OH:9])=O)=[CH:5][CH:4]=1.CCN=C=NCCCN(C)C.C1C=CC2N(O)N=NC=2C=1.CN1CCOCC1.[NH2:40][C:41]1[CH:42]=[C:43]([CH:46]=[CH:47][CH:48]=1)[C:44]#[N:45]. (5) Given the product [Cl:1][C:2]1[CH:3]=[CH:4][C:5]([CH2:6][NH:7][C:8]([C:10]2[C:11](=[O:31])[C:12]3[CH:19]=[C:18]([CH2:20][O:21][CH2:22][CH:23]([NH:36][CH2:34][CH3:35])[C:24]4[CH:25]=[CH:26][CH:27]=[CH:28][CH:29]=4)[S:17][C:13]=3[N:14]([CH3:16])[CH:15]=2)=[O:9])=[CH:32][CH:33]=1, predict the reactants needed to synthesize it. The reactants are: [Cl:1][C:2]1[CH:33]=[CH:32][C:5]([CH2:6][NH:7][C:8]([C:10]2[C:11](=[O:31])[C:12]3[CH:19]=[C:18]([CH2:20][O:21][CH2:22][C:23](=O)[C:24]4[CH:29]=[CH:28][CH:27]=[CH:26][CH:25]=4)[S:17][C:13]=3[N:14]([CH3:16])[CH:15]=2)=[O:9])=[CH:4][CH:3]=1.[CH2:34]([NH2:36])[CH3:35].CCOC(C)=O.